Dataset: NCI-60 drug combinations with 297,098 pairs across 59 cell lines. Task: Regression. Given two drug SMILES strings and cell line genomic features, predict the synergy score measuring deviation from expected non-interaction effect. (1) Drug 1: CC1C(C(=O)NC(C(=O)N2CCCC2C(=O)N(CC(=O)N(C(C(=O)O1)C(C)C)C)C)C(C)C)NC(=O)C3=C4C(=C(C=C3)C)OC5=C(C(=O)C(=C(C5=N4)C(=O)NC6C(OC(=O)C(N(C(=O)CN(C(=O)C7CCCN7C(=O)C(NC6=O)C(C)C)C)C)C(C)C)C)N)C. Drug 2: CC=C1C(=O)NC(C(=O)OC2CC(=O)NC(C(=O)NC(CSSCCC=C2)C(=O)N1)C(C)C)C(C)C. Cell line: NCI/ADR-RES. Synergy scores: CSS=2.83, Synergy_ZIP=-1.18, Synergy_Bliss=-2.79, Synergy_Loewe=-3.54, Synergy_HSA=-1.91. (2) Drug 1: C1=CC(=CC=C1CC(C(=O)O)N)N(CCCl)CCCl.Cl. Drug 2: C1CCC(C(C1)N)N.C(=O)(C(=O)[O-])[O-].[Pt+4]. Cell line: NCI/ADR-RES. Synergy scores: CSS=9.64, Synergy_ZIP=-7.00, Synergy_Bliss=-9.23, Synergy_Loewe=-36.8, Synergy_HSA=-8.88. (3) Drug 1: C1=CC(=C2C(=C1NCCNCCO)C(=O)C3=C(C=CC(=C3C2=O)O)O)NCCNCCO. Drug 2: C1CN(P(=O)(OC1)NCCCl)CCCl. Cell line: IGROV1. Synergy scores: CSS=46.4, Synergy_ZIP=7.10, Synergy_Bliss=7.32, Synergy_Loewe=-52.7, Synergy_HSA=7.68. (4) Drug 1: C1=CC(=CC=C1C#N)C(C2=CC=C(C=C2)C#N)N3C=NC=N3. Drug 2: CC1CCC2CC(C(=CC=CC=CC(CC(C(=O)C(C(C(=CC(C(=O)CC(OC(=O)C3CCCCN3C(=O)C(=O)C1(O2)O)C(C)CC4CCC(C(C4)OC)OCCO)C)C)O)OC)C)C)C)OC. Cell line: MALME-3M. Synergy scores: CSS=4.68, Synergy_ZIP=-3.92, Synergy_Bliss=0.0894, Synergy_Loewe=-15.4, Synergy_HSA=-5.91. (5) Drug 1: C1CCN(CC1)CCOC2=CC=C(C=C2)C(=O)C3=C(SC4=C3C=CC(=C4)O)C5=CC=C(C=C5)O. Drug 2: C1C(C(OC1N2C=C(C(=O)NC2=O)F)CO)O. Cell line: TK-10. Synergy scores: CSS=43.1, Synergy_ZIP=2.35, Synergy_Bliss=2.22, Synergy_Loewe=-17.8, Synergy_HSA=1.86. (6) Drug 1: CC1=C2C(C(=O)C3(C(CC4C(C3C(C(C2(C)C)(CC1OC(=O)C(C(C5=CC=CC=C5)NC(=O)C6=CC=CC=C6)O)O)OC(=O)C7=CC=CC=C7)(CO4)OC(=O)C)O)C)OC(=O)C. Drug 2: C1CN(P(=O)(OC1)NCCCl)CCCl. Cell line: NCI-H322M. Synergy scores: CSS=30.0, Synergy_ZIP=-1.54, Synergy_Bliss=3.43, Synergy_Loewe=-23.1, Synergy_HSA=2.57.